This data is from Peptide-MHC class I binding affinity with 185,985 pairs from IEDB/IMGT. The task is: Regression. Given a peptide amino acid sequence and an MHC pseudo amino acid sequence, predict their binding affinity value. This is MHC class I binding data. (1) The peptide sequence is KLMPGSIYV. The MHC is HLA-B18:01 with pseudo-sequence HLA-B18:01. The binding affinity (normalized) is 0.0847. (2) The peptide sequence is TTTGIGYQPY. The MHC is HLA-A29:02 with pseudo-sequence HLA-A29:02. The binding affinity (normalized) is 0.799. (3) The binding affinity (normalized) is 0.0847. The peptide sequence is YADGGQWYN. The MHC is HLA-A69:01 with pseudo-sequence HLA-A69:01. (4) The peptide sequence is NTNPIQLSSY. The MHC is HLA-A30:02 with pseudo-sequence HLA-A30:02. The binding affinity (normalized) is 0.602. (5) The binding affinity (normalized) is 0. The peptide sequence is YRSGIIAVV. The MHC is HLA-A68:01 with pseudo-sequence HLA-A68:01. (6) The peptide sequence is SQIFNIISYI. The MHC is HLA-A01:01 with pseudo-sequence HLA-A01:01. The binding affinity (normalized) is 0.382. (7) The peptide sequence is DTVNRTHQY. The MHC is HLA-A31:01 with pseudo-sequence HLA-A31:01. The binding affinity (normalized) is 0.0847. (8) The peptide sequence is AALEGLSGF. The MHC is HLA-A02:01 with pseudo-sequence HLA-A02:01. The binding affinity (normalized) is 0.302. (9) The peptide sequence is RVRQQVIQL. The MHC is HLA-A69:01 with pseudo-sequence HLA-A69:01. The binding affinity (normalized) is 0.0847. (10) The peptide sequence is KNYPASLHK. The MHC is HLA-A03:01 with pseudo-sequence HLA-A03:01. The binding affinity (normalized) is 0.572.